From a dataset of Catalyst prediction with 721,799 reactions and 888 catalyst types from USPTO. Predict which catalyst facilitates the given reaction. (1) Reactant: [BH4-].[Na+].[CH2:3]([C@@:10]12[CH2:23][CH2:22][C@:21]([OH:28])([C:24]([F:27])([F:26])[F:25])[CH2:20][C@H:19]1[CH2:18][C:17](=[O:29])[C:16]1[CH:15]=[C:14]([C:30]([O:32][CH3:33])=[O:31])[CH:13]=[CH:12][C:11]2=1)[C:4]1[CH:9]=[CH:8][CH:7]=[CH:6][CH:5]=1. Product: [CH2:3]([C@@:10]12[CH2:23][CH2:22][C@:21]([OH:28])([C:24]([F:25])([F:26])[F:27])[CH2:20][C@H:19]1[CH2:18][CH:17]([OH:29])[C:16]1[CH:15]=[C:14]([C:30]([O:32][CH3:33])=[O:31])[CH:13]=[CH:12][C:11]2=1)[C:4]1[CH:5]=[CH:6][CH:7]=[CH:8][CH:9]=1. The catalyst class is: 100. (2) Reactant: [CH:1]([C:3]1[S:7][C:6]([NH:8][CH:9]([CH:28]([CH3:30])[CH3:29])[C:10]([NH:12][C@@H:13]([CH2:21][C:22]2[CH:27]=[CH:26][CH:25]=[CH:24][CH:23]=2)[C:14]([O:16]C(C)(C)C)=[O:15])=[O:11])=[N:5][CH:4]=1)=[O:2].C(O)(C(F)(F)F)=O. Product: [CH:1]([C:3]1[S:7][C:6]([NH:8][CH:9]([CH:28]([CH3:30])[CH3:29])[C:10]([NH:12][C@@H:13]([CH2:21][C:22]2[CH:27]=[CH:26][CH:25]=[CH:24][CH:23]=2)[C:14]([OH:16])=[O:15])=[O:11])=[N:5][CH:4]=1)=[O:2]. The catalyst class is: 2. (3) Reactant: [CH3:1][C:2]1[C:7]([CH:8]=[CH2:9])=[CH:6][CH:5]=[CH:4][C:3]=1[N+:10]([O-:12])=[O:11].C1C=C(Cl)C=C(C(OO)=[O:21])C=1. Product: [CH3:1][C:2]1[C:3]([N+:10]([O-:12])=[O:11])=[CH:4][CH:5]=[CH:6][C:7]=1[CH:8]1[CH2:9][O:21]1. The catalyst class is: 2.